From a dataset of Catalyst prediction with 721,799 reactions and 888 catalyst types from USPTO. Predict which catalyst facilitates the given reaction. (1) Reactant: [CH2:1]([C:3]1[C:11]([C:12]([O:14]CC)=[O:13])=[C:6]2[CH:7]=[CH:8][CH:9]=[CH:10][N:5]2[N:4]=1)[CH3:2].[OH-].[Na+].Cl. Product: [CH2:1]([C:3]1[C:11]([C:12]([OH:14])=[O:13])=[C:6]2[CH:7]=[CH:8][CH:9]=[CH:10][N:5]2[N:4]=1)[CH3:2]. The catalyst class is: 24. (2) Reactant: [OH:1][CH2:2][C:3]1[N:4]=[C:5]([S:8][CH2:9][CH2:10][C:11]([F:15])=[C:12]([F:14])[F:13])[O:6][CH:7]=1.[H-].[Na+].[CH3:18]I.Cl. Product: [CH3:18][O:1][CH2:2][C:3]1[N:4]=[C:5]([S:8][CH2:9][CH2:10][C:11]([F:15])=[C:12]([F:14])[F:13])[O:6][CH:7]=1. The catalyst class is: 7. (3) Reactant: [F-].C([N+](CCCC)(CCCC)CCCC)CCC.[OH:19][CH:20]([C:31]1[C:32]([C:46]2[CH:51]=[CH:50][CH:49]=[CH:48][CH:47]=2)=[N:33][N:34]2[C:39]([Si](C)(C)C)=[C:38]([O:44][CH3:45])[CH:37]=[CH:36][C:35]=12)[C:21]1[CH:22]=[C:23]([CH:28]=[CH:29][CH:30]=1)[C:24]([O:26][CH3:27])=[O:25].[Cl-].[NH4+]. Product: [OH:19][CH:20]([C:31]1[C:32]([C:46]2[CH:51]=[CH:50][CH:49]=[CH:48][CH:47]=2)=[N:33][N:34]2[CH:39]=[C:38]([O:44][CH3:45])[CH:37]=[CH:36][C:35]=12)[C:21]1[CH:22]=[C:23]([CH:28]=[CH:29][CH:30]=1)[C:24]([O:26][CH3:27])=[O:25]. The catalyst class is: 7. (4) Reactant: Br[C:2]1[CH:7]=[CH:6][C:5]([N:8]2[CH2:13][CH2:12][O:11][CH2:10][C:9]2=[O:14])=[CH:4][CH:3]=1.[CH3:15][C:16]1([CH3:32])[C:20]([CH3:22])([CH3:21])[O:19][B:18]([B:18]2[O:19][C:20]([CH3:22])([CH3:21])[C:16]([CH3:32])([CH3:15])[O:17]2)[O:17]1.C([O-])(=O)C.[K+].N#N. Product: [CH3:15][C:16]1([CH3:32])[C:20]([CH3:22])([CH3:21])[O:19][B:18]([C:2]2[CH:7]=[CH:6][C:5]([N:8]3[CH2:13][CH2:12][O:11][CH2:10][C:9]3=[O:14])=[CH:4][CH:3]=2)[O:17]1. The catalyst class is: 368. (5) The catalyst class is: 11. Product: [Br:1][C:2]1[S:11][C:10]2[S:9][C:8]3[CH:12]=[CH:13][CH:14]=[CH:15][C:7]=3[NH:6][C:5](=[S:26])[C:4]=2[CH:3]=1. Reactant: [Br:1][C:2]1[S:11][C:10]2[S:9][C:8]3[CH:12]=[CH:13][CH:14]=[CH:15][C:7]=3[NH:6][C:5](=O)[C:4]=2[CH:3]=1.COC1C=CC(P2(SP(C3C=CC(OC)=CC=3)(=S)S2)=[S:26])=CC=1. (6) Reactant: [F:1][C:2]1[C:7]([CH3:8])=[CH:6][C:5]([NH2:9])=[C:4]([N+:10]([O-])=O)[CH:3]=1.[O-]S(S([O-])=O)=O.[Na+].[Na+].O. Product: [F:1][C:2]1[CH:3]=[C:4]([NH2:10])[C:5]([NH2:9])=[CH:6][C:7]=1[CH3:8]. The catalyst class is: 14. (7) Reactant: [CH2:1]([O:8][C:9](=[O:27])[C@@H:10]([C:23]([CH3:26])([CH3:25])[CH3:24])[NH:11][S:12]([C:15]1[CH:20]=[CH:19][CH:18]=[C:17]([O:21][CH3:22])[CH:16]=1)(=[O:14])=[O:13])[C:2]1[CH:7]=[CH:6][CH:5]=[CH:4][CH:3]=1.C([O-])([O-])=O.[K+].[K+].I[CH2:35][CH2:36][CH:37]([CH3:39])[CH3:38].Cl. Product: [CH2:1]([O:8][C:9](=[O:27])[C@@H:10]([C:23]([CH3:24])([CH3:26])[CH3:25])[N:11]([CH2:35][CH2:36][CH:37]([CH3:39])[CH3:38])[S:12]([C:15]1[CH:20]=[CH:19][CH:18]=[C:17]([O:21][CH3:22])[CH:16]=1)(=[O:14])=[O:13])[C:2]1[CH:3]=[CH:4][CH:5]=[CH:6][CH:7]=1. The catalyst class is: 3. (8) Reactant: [Cl:1][C:2]1[CH:7]=[CH:6][C:5]([CH:8]([C:27]2[CH:32]=[CH:31][C:30]([Cl:33])=[CH:29][CH:28]=2)[N:9]2[CH2:12][CH:11]([C:13]([C:19]3[CH:24]=[C:23]([F:25])[CH:22]=[C:21]([F:26])[CH:20]=3)(O)[C:14]([CH3:17])([CH3:16])[CH3:15])[CH2:10]2)=[CH:4][CH:3]=1.CCN(S(F)(F)F)CC.C([O-])(O)=O.[Na+].[OH-].[Na+]. Product: [Cl:33][C:30]1[CH:29]=[CH:28][C:27]([CH:8]([C:5]2[CH:4]=[CH:3][C:2]([Cl:1])=[CH:7][CH:6]=2)[N:9]2[CH2:12][C:11](=[C:13]([C:19]3[CH:24]=[C:23]([F:25])[CH:22]=[C:21]([F:26])[CH:20]=3)[C:14]([CH3:17])([CH3:16])[CH3:15])[CH2:10]2)=[CH:32][CH:31]=1. The catalyst class is: 2. (9) Reactant: [CH3:1][C:2]1[CH2:3][C:4]2[C:9]([CH:10]=1)=[C:8](C1C3C(=CC=CC=3)C=CC=1)[CH:7]=[CH:6][CH:5]=2.C[Si]([N-][Si](C)(C)C)(C)C.[K+:30]. Product: [CH3:10][C:2]1[CH:1]=[C:10]([C:2]2[CH-:3][C:4]3[C:9]([CH:1]=2)=[CH:8][CH:7]=[CH:6][CH:5]=3)[C:9]2[C:4](=[CH:5][CH:6]=[CH:7][CH:8]=2)[CH:3]=1.[K+:30]. The catalyst class is: 11. (10) Reactant: [CH2:1]([NH:3][C:4]1[N:5]=[CH:6][C:7]2[C:16](=[O:17])[N:15]([C:18]3[CH:19]=[N:20][CH:21]=[C:22]([N:24]4[CH2:29][CH2:28][NH:27][CH2:26][CH2:25]4)[CH:23]=3)[CH2:14][C@H:13]3[N:9]([CH2:10][CH2:11][CH2:12]3)[C:8]=2[N:30]=1)[CH3:2].C=O.[C:33](O[BH-](OC(=O)C)OC(=O)C)(=O)C.[Na+].C(=O)(O)[O-].[Na+]. Product: [CH2:1]([NH:3][C:4]1[N:5]=[CH:6][C:7]2[C:16](=[O:17])[N:15]([C:18]3[CH:19]=[N:20][CH:21]=[C:22]([N:24]4[CH2:29][CH2:28][N:27]([CH3:33])[CH2:26][CH2:25]4)[CH:23]=3)[CH2:14][C@H:13]3[N:9]([CH2:10][CH2:11][CH2:12]3)[C:8]=2[N:30]=1)[CH3:2]. The catalyst class is: 26.